This data is from HIV replication inhibition screening data with 41,000+ compounds from the AIDS Antiviral Screen. The task is: Binary Classification. Given a drug SMILES string, predict its activity (active/inactive) in a high-throughput screening assay against a specified biological target. (1) The compound is Cc1cc2c(=O)cc(-c3ccncc3)oc2c(C(N)=O)c1C. The result is 0 (inactive). (2) The drug is O=[N+]([O-])c1ccc(-n2nnc3ccccc32)nc1. The result is 0 (inactive). (3) The drug is Cc1ccc(Oc2ccc(C)cc2N)cc1.Cl. The result is 0 (inactive).